From a dataset of hERG potassium channel inhibition data for cardiac toxicity prediction from Karim et al.. Regression/Classification. Given a drug SMILES string, predict its toxicity properties. Task type varies by dataset: regression for continuous values (e.g., LD50, hERG inhibition percentage) or binary classification for toxic/non-toxic outcomes (e.g., AMES mutagenicity, cardiotoxicity, hepatotoxicity). Dataset: herg_karim. (1) The drug is O=C(/C=C/c1ccc(CNCCc2c(-c3ccccc3)[nH]c3ccccc23)cc1)NO. The result is 1 (blocker). (2) The molecule is c1ccc(N2CCN(CCCCCCN3CCN(c4ccccn4)CC3)CC2)cc1. The result is 0 (non-blocker). (3) The molecule is Oc1nc(-c2ccc(C(F)(F)F)cc2)nc2c1CSCC2. The result is 0 (non-blocker). (4) The compound is CC(NC(=O)C1(N)CCN(c2ncnc3[nH]ccc23)CC1)c1ccc(S(C)(=O)=O)cc1. The result is 0 (non-blocker). (5) The drug is C[C@H]1CCc2c([nH]c3ccccc23)[C@@]2(N1)C(=O)Nc1ccc(Br)cc12. The result is 0 (non-blocker). (6) The compound is CCc1nc2cc3c(cc2o1)CCN(CCCSc1nnc(-c2ocnc2C)n1C)CC3. The result is 1 (blocker). (7) The molecule is CSc1cc(-c2ccc(C[C@@H](C#N)NC(=O)[C@@H]3CCCCN3)cc2)ccc1C#N. The result is 1 (blocker).